This data is from Experimentally validated miRNA-target interactions with 360,000+ pairs, plus equal number of negative samples. The task is: Binary Classification. Given a miRNA mature sequence and a target amino acid sequence, predict their likelihood of interaction. (1) The miRNA is hsa-miR-7849-3p with sequence GACAAUUGUUGAUCUUGGGCCU. The protein sequence of the target gene is MPRRKQEQPKRLPSHVSRQDEAEGDFSEGEQWYGNSSETPSEASYGEVQENYKLSLEDRIQEQSTSPDTSLGSATPSSHTLELVALDGEVLRDSLQCQGHLSPGVSSVCDDDPPSSNKPLSSNLRRLLEAGSLKLDGTANGRVESPVNVGPSLSFSPPSHHAQQLSVLARKLAEKQDQSDQFTPSNRFIWNQGKWLPNSTTTCGLSPDSAILKLKAAANAVLQDKSLSRTEESLRFESFSSPFSSQSASSTLAALSKKVSERSLTPGQEHPPPASSFLSLASMTSSAALLKEVAARAAGS.... Result: 0 (no interaction). (2) The miRNA is mmu-miR-466k with sequence UGUGUGUGUACAUGUACAUGUGA. The protein sequence of the target gene is METWRKGSFRNASFFKRITLGRPRRLHRQGSILSQASTAGGDHEEYSNREVIRELQGRPDGRRLPLWGDEHPRATLLAPPKPPRLYRESSSCPNILEPPASYTAGYSATLPSAISLTGPLHQCSEEALSDTPHFPRTPTPDLSDPFLSFKVDLGLSLLEEVLQILKEQFPSEPHF. Result: 1 (interaction). (3) The miRNA is hsa-miR-26b-5p with sequence UUCAAGUAAUUCAGGAUAGGU. The protein sequence of the target gene is MRLKNLTFIIILIISGELYAEEKPCGFPHVENGRIAQYYYTFKSFYFPMSIDKKLSFFCLAGYTTESGRQEEQTTCTTEGWSPEPRCFKKCTKPDLSNGYISDVKLLYKIQENMRYGCASGYKTTGGKDEEVVQCLSDGWSSQPTCRKEHETCLAPELYNGNYSTTQKTFKVKDKVQYECATGYYTAGGKKTEEVECLTYGWSLTPKCTKLKCSSLRLIENGYFHPVKQTYEEGDVVQFFCHENYYLSGSDLIQCYNFGWYPESPVCEGRRNRCPPPPLPINSKIQTHSTTYRHGEIVHI.... Result: 1 (interaction). (4) The miRNA is hsa-miR-3612 with sequence AGGAGGCAUCUUGAGAAAUGGA. The protein sequence of the target gene is MDCGSVGGQRTQRLPGRQRLLFLPVGLSGRPGGSETSARRCLSALSDGLGALRPRAPAARGGVSRASPLLLLLLVPSPRLAAAAPRRQLGDWERSRLGYAAPPAGRSSAWRCSPGVAAAAGALPQYHGPAPALVSCRRELSLSAGSLQLERKRRDFTSSGSRKLYFDTHALVCLLEDNGFATQQAEIIVSALVKILEANMDIVYKDMVTKMQQEITFQQVMSQIANVKKDMIILEKSEFSALRAENEKIKLELHQLKQQVMDEVIKVRTDTKLDFNLEKSRVKELYSLNEKKLLELRTEI.... Result: 1 (interaction).